From a dataset of Reaction yield outcomes from USPTO patents with 853,638 reactions. Predict the reaction yield, written as a fraction of the theoretical maximum amount of product (1.0 means a 100% yield; for example, 0.34 means a 34% yield). (1) The reactants are [CH3:1][C:2]([NH:9][CH2:10][C:11]1[CH:16]=[CH:15][CH:14]=[CH:13][CH:12]=1)([CH3:8])[CH2:3][C:4]([O:6][CH3:7])=[O:5].C(N(CC)C(C)C)(C)C.Cl[C:27](=[O:32])[C:28]([O:30][CH3:31])=[O:29]. The catalyst is C1COCC1.CCOC(C)=O. The product is [CH3:8][C:2]([N:9]([C:27](=[O:32])[C:28]([O:30][CH3:31])=[O:29])[CH2:10][C:11]1[CH:12]=[CH:13][CH:14]=[CH:15][CH:16]=1)([CH3:1])[CH2:3][C:4]([O:6][CH3:7])=[O:5]. The yield is 0.910. (2) The reactants are Cl.[NH2:2]O.O/[CH:5]=[C:6]1/[CH2:7][C:8]2([C:27]3[CH:32]=[CH:31][CH:30]=[CH:29][CH:28]=3)[C:16]3[C:12](=[C:13]([C:17]4[CH:22]=[CH:21][CH:20]=[CH:19][CH:18]=4)[NH:14][N:15]=3)[CH2:11][CH2:10][CH:9]2[CH:23]([CH3:26])[C:24]/1=[O:25]. The catalyst is C(O)C.O. The product is [CH3:26][CH:23]1[C:24]2[O:25][N:2]=[CH:5][C:6]=2[CH2:7][C:8]2([C:27]3[CH:32]=[CH:31][CH:30]=[CH:29][CH:28]=3)[C:16]3[C:12]([CH2:11][CH2:10][CH:9]12)=[C:13]([C:17]1[CH:18]=[CH:19][CH:20]=[CH:21][CH:22]=1)[NH:14][N:15]=3. The yield is 0.990. (3) The reactants are [CH3:1][N:2]1[CH:6]=[C:5](/[CH:7]=[CH:8]/[C:9]([OH:11])=O)[CH:4]=[N:3]1.[CH:12]([N:15]1[CH2:20][CH2:19][NH:18][CH2:17][CH2:16]1)([CH3:14])[CH3:13].CN(C(ON1N=NC2C=CC=NC1=2)=[N+](C)C)C.F[P-](F)(F)(F)(F)F. The catalyst is CN(C=O)C.C([O-])(O)=O.[Na+]. The product is [CH:12]([N:15]1[CH2:20][CH2:19][N:18]([C:9](=[O:11])/[CH:8]=[CH:7]/[C:5]2[CH:4]=[N:3][N:2]([CH3:1])[CH:6]=2)[CH2:17][CH2:16]1)([CH3:14])[CH3:13]. The yield is 0.483. (4) The reactants are Cl[C:2]1[C:3](=[O:16])[N:4]([C@@H:9]([CH:13]2[CH2:15][CH2:14]2)[CH2:10][O:11][CH3:12])[CH:5]=[C:6]([Cl:8])[N:7]=1.[CH3:17][O:18][C:19]1[N:24]=[C:23]([CH3:25])[C:22]([NH2:26])=[CH:21][C:20]=1[CH3:27].C[Si]([N-][Si](C)(C)C)(C)C.[Na+].C([O-])(O)=O.[Na+]. The catalyst is C1COCC1. The product is [Cl:8][C:6]1[N:7]=[C:2]([NH:26][C:22]2[C:23]([CH3:25])=[N:24][C:19]([O:18][CH3:17])=[C:20]([CH3:27])[CH:21]=2)[C:3](=[O:16])[N:4]([C@@H:9]([CH:13]2[CH2:15][CH2:14]2)[CH2:10][O:11][CH3:12])[CH:5]=1. The yield is 0.860. (5) The reactants are [NH2:1][CH2:2][CH2:3][NH:4][C:5]([N:7]1[CH2:12][CH2:11][CH2:10][C@H:9]([NH:13][CH2:14][C:15]2[CH:24]=[C:23]3[C:18]([CH2:19][CH2:20][C:21](=[O:26])[N:22]3[CH3:25])=[CH:17][C:16]=2[O:27][CH3:28])[C@@H:8]1[C:29]1[CH:34]=[CH:33][CH:32]=[CH:31][CH:30]=1)=S. The catalyst is C(O)C.[Hg]=O. The product is [NH:4]1[CH2:3][CH2:2][N:1]=[C:5]1[N:7]1[CH2:12][CH2:11][CH2:10][C@H:9]([NH:13][CH2:14][C:15]2[CH:24]=[C:23]3[C:18]([CH2:19][CH2:20][C:21](=[O:26])[N:22]3[CH3:25])=[CH:17][C:16]=2[O:27][CH3:28])[C@@H:8]1[C:29]1[CH:34]=[CH:33][CH:32]=[CH:31][CH:30]=1. The yield is 0.370.